From a dataset of Forward reaction prediction with 1.9M reactions from USPTO patents (1976-2016). Predict the product of the given reaction. Given the reactants Cl[CH2:2][C:3]([NH:5][C:6]1[C:15]2[C:10](=[CH:11][CH:12]=[C:13]([O:16][CH3:17])[CH:14]=2)[CH:9]=[C:8]([C:18]2[CH:23]=[CH:22][N:21]=[C:20]([NH:24][CH3:25])[N:19]=2)[CH:7]=1)=[O:4].[CH3:26][NH:27][CH3:28], predict the reaction product. The product is: [CH3:26][N:27]([CH3:28])[CH2:2][C:3]([NH:5][C:6]1[C:15]2[C:10](=[CH:11][CH:12]=[C:13]([O:16][CH3:17])[CH:14]=2)[CH:9]=[C:8]([C:18]2[CH:23]=[CH:22][N:21]=[C:20]([NH:24][CH3:25])[N:19]=2)[CH:7]=1)=[O:4].